The task is: Predict the product of the given reaction.. This data is from Forward reaction prediction with 1.9M reactions from USPTO patents (1976-2016). (1) Given the reactants CCN(C(C)C)C(C)C.[CH3:10][C:11]1[O:15][C:14]([C:16]2[CH:24]=[CH:23][C:19]([C:20]([OH:22])=O)=[CH:18][CH:17]=2)=[N:13][N:12]=1.C1C=CC2N(O)N=NC=2C=1.CCN=C=NCCCN(C)C.Cl.[NH2:47][CH2:48][C:49]([N:51]1[CH2:56][CH2:55][CH:54]([O:57][C:58]2[CH:63]=[CH:62][CH:61]=[CH:60][C:59]=2[Cl:64])[CH2:53][CH2:52]1)=[O:50], predict the reaction product. The product is: [Cl:64][C:59]1[CH:60]=[CH:61][CH:62]=[CH:63][C:58]=1[O:57][CH:54]1[CH2:53][CH2:52][N:51]([C:49](=[O:50])[CH2:48][NH:47][C:20](=[O:22])[C:19]2[CH:18]=[CH:17][C:16]([C:14]3[O:15][C:11]([CH3:10])=[N:12][N:13]=3)=[CH:24][CH:23]=2)[CH2:56][CH2:55]1. (2) The product is: [CH2:1]([N:5]1[C:13]2[N:12]=[C:11]([Cl:23])[NH:10][C:9]=2[C:8](=[O:14])[N:7]([CH2:15][C:16]2[CH:17]=[CH:18][CH:19]=[CH:20][CH:21]=2)[C:6]1=[O:22])[CH2:2][CH2:3][CH3:4]. Given the reactants [CH2:1]([N:5]1[C:13]2[N:12]=[CH:11][NH:10][C:9]=2[C:8](=[O:14])[N:7]([CH2:15][C:16]2[CH:21]=[CH:20][CH:19]=[CH:18][CH:17]=2)[C:6]1=[O:22])[CH2:2][CH2:3][CH3:4].[Cl:23]N1C(=O)CCC1=O, predict the reaction product. (3) The product is: [Cl:1][C:2]1[CH:7]=[CH:6][C:5]([CH2:8][CH:9]([C:11]2([CH3:14])[CH2:13][CH2:12]2)[NH2:28])=[CH:4][C:3]=1[O:15][CH2:16][CH2:17][CH2:18][O:19][CH3:20]. Given the reactants [Cl:1][C:2]1[CH:7]=[CH:6][C:5]([CH2:8][C:9]([C:11]2([CH3:14])[CH2:13][CH2:12]2)=O)=[CH:4][C:3]=1[O:15][CH2:16][CH2:17][CH2:18][O:19][CH3:20].C([O-])(=O)C.[NH4+].[BH3-]C#[N:28].[Na+], predict the reaction product. (4) Given the reactants [Br:1][C:2]1[CH:7]=[CH:6][C:5]([CH2:8]Br)=[CH:4][CH:3]=1.[NH:10]1[CH:14]=[CH:13][N:12]=[N:11]1.C(=O)([O-])[O-].[K+].[K+], predict the reaction product. The product is: [Br:1][C:2]1[CH:7]=[CH:6][C:5]([CH2:8][N:11]2[N:12]=[CH:13][CH:14]=[N:10]2)=[CH:4][CH:3]=1.